Predict the product of the given reaction. From a dataset of Forward reaction prediction with 1.9M reactions from USPTO patents (1976-2016). Given the reactants ClC1C=C(Cl)C=C(Cl)C=1O.[C:11](O)(=[O:16])[CH2:12][C:13](O)=[O:14].P(Cl)(Cl)(Cl)=O.[NH2:23]/[C:24](/[CH3:31])=[CH:25]\[C:26]([O:28][CH2:29][CH3:30])=[O:27], predict the reaction product. The product is: [OH:14][C:13]1[C:25]([C:26]([O:28][CH2:29][CH3:30])=[O:27])=[C:24]([CH3:31])[N:23]=[C:11]([OH:16])[CH:12]=1.